Dataset: NCI-60 drug combinations with 297,098 pairs across 59 cell lines. Task: Regression. Given two drug SMILES strings and cell line genomic features, predict the synergy score measuring deviation from expected non-interaction effect. (1) Drug 1: C1=C(C(=O)NC(=O)N1)F. Drug 2: CC1=C(C=C(C=C1)C(=O)NC2=CC(=CC(=C2)C(F)(F)F)N3C=C(N=C3)C)NC4=NC=CC(=N4)C5=CN=CC=C5. Cell line: NCI-H460. Synergy scores: CSS=32.5, Synergy_ZIP=-4.75, Synergy_Bliss=-14.6, Synergy_Loewe=-13.9, Synergy_HSA=-12.0. (2) Drug 1: CC1CCC2CC(C(=CC=CC=CC(CC(C(=O)C(C(C(=CC(C(=O)CC(OC(=O)C3CCCCN3C(=O)C(=O)C1(O2)O)C(C)CC4CCC(C(C4)OC)OCCO)C)C)O)OC)C)C)C)OC. Drug 2: C1CC(=O)NC(=O)C1N2C(=O)C3=CC=CC=C3C2=O. Cell line: OVCAR-4. Synergy scores: CSS=2.31, Synergy_ZIP=-3.67, Synergy_Bliss=-3.20, Synergy_Loewe=-20.6, Synergy_HSA=-5.35. (3) Drug 1: CC1=C(C=C(C=C1)NC2=NC=CC(=N2)N(C)C3=CC4=NN(C(=C4C=C3)C)C)S(=O)(=O)N.Cl. Drug 2: COC1=NC(=NC2=C1N=CN2C3C(C(C(O3)CO)O)O)N. Cell line: UACC62. Synergy scores: CSS=1.14, Synergy_ZIP=1.23, Synergy_Bliss=1.56, Synergy_Loewe=-0.0707, Synergy_HSA=0.187. (4) Drug 1: C1=CC(=CC=C1CCC2=CNC3=C2C(=O)NC(=N3)N)C(=O)NC(CCC(=O)O)C(=O)O. Drug 2: C1=C(C(=O)NC(=O)N1)F. Cell line: COLO 205. Synergy scores: CSS=66.7, Synergy_ZIP=-10.9, Synergy_Bliss=-10.9, Synergy_Loewe=2.73, Synergy_HSA=2.91.